This data is from Forward reaction prediction with 1.9M reactions from USPTO patents (1976-2016). The task is: Predict the product of the given reaction. (1) Given the reactants Br[C:2]1[C:3]([O:21][CH3:22])=[C:4]([C:10](=[O:20])[CH2:11][C:12]2[CH:17]=[CH:16][CH:15]=[CH:14][C:13]=2[O:18][CH3:19])[C:5]([O:8][CH3:9])=[CH:6][CH:7]=1.[S:23]1[CH:27]=[CH:26][CH:25]=[C:24]1B(O)O, predict the reaction product. The product is: [CH3:22][O:21][C:3]1[C:2]([C:24]2[S:23][CH:27]=[CH:26][CH:25]=2)=[CH:7][CH:6]=[C:5]([O:8][CH3:9])[C:4]=1[C:10](=[O:20])[CH2:11][C:12]1[CH:17]=[CH:16][CH:15]=[CH:14][C:13]=1[O:18][CH3:19]. (2) Given the reactants Br[CH2:2][CH2:3][CH2:4][CH2:5][CH2:6][Br:7].[C:8]1([C:15]2[CH:20]=[CH:19][CH:18]=[CH:17][CH:16]=2)[CH:13]=[CH:12][C:11]([OH:14])=[CH:10][CH:9]=1.C([O-])([O-])=O.[Cs+].[Cs+].O, predict the reaction product. The product is: [Br:7][CH2:6][CH2:5][CH2:4][CH2:3][CH2:2][O:14][C:11]1[CH:10]=[CH:9][C:8]([C:15]2[CH:20]=[CH:19][CH:18]=[CH:17][CH:16]=2)=[CH:13][CH:12]=1. (3) The product is: [Br:3][C:4]1[N:8]([S:41]([C:37]2[CH:36]=[N:35][CH:40]=[CH:39][CH:38]=2)(=[O:43])=[O:42])[CH:7]=[C:6]([CH2:9][N:10]([CH3:18])[C:11](=[O:17])[O:12][C:13]([CH3:14])([CH3:15])[CH3:16])[CH:5]=1. Given the reactants [H-].[Na+].[Br:3][C:4]1[NH:8][CH:7]=[C:6]([CH2:9][N:10]([CH3:18])[C:11](=[O:17])[O:12][C:13]([CH3:16])([CH3:15])[CH3:14])[CH:5]=1.C1OCCOCCOCCOCCOC1.Cl.[N:35]1[CH:40]=[CH:39][CH:38]=[C:37]([S:41](Cl)(=[O:43])=[O:42])[CH:36]=1, predict the reaction product. (4) Given the reactants [N:1]1[NH:2][N:3]=[CH:4][CH:5]=1.C(=O)([O-])[O-].[Cs+].[Cs+].CN(C)CCN.Br[C:19]1[CH:27]=[CH:26][CH:25]=[C:24]([Cl:28])[C:20]=1[C:21]([OH:23])=[O:22], predict the reaction product. The product is: [Cl:28][C:24]1[CH:25]=[CH:26][CH:27]=[C:19]([N:2]2[N:3]=[CH:4][CH:5]=[N:1]2)[C:20]=1[C:21]([OH:23])=[O:22].